This data is from Reaction yield outcomes from USPTO patents with 853,638 reactions. The task is: Predict the reaction yield, written as a fraction of the theoretical maximum amount of product (1.0 means a 100% yield; for example, 0.34 means a 34% yield). (1) The reactants are [F:1][C:2]1[C:3]([C:20]2[N:24]([CH:25]([CH3:27])[CH3:26])[C:23]([CH3:28])=[N:22][CH:21]=2)=[N:4][C:5]([NH:8][C:9]2[CH:19]=[CH:18][C:12]([C:13]([O:15]CC)=[O:14])=[CH:11][CH:10]=2)=[N:6][CH:7]=1.[OH-].[Li+:30]. The catalyst is CCO.O. The product is [Li+:30].[F:1][C:2]1[C:3]([C:20]2[N:24]([CH:25]([CH3:26])[CH3:27])[C:23]([CH3:28])=[N:22][CH:21]=2)=[N:4][C:5]([NH:8][C:9]2[CH:10]=[CH:11][C:12]([C:13]([O-:15])=[O:14])=[CH:18][CH:19]=2)=[N:6][CH:7]=1. The yield is 0.800. (2) The reactants are Br[C:2]1[CH:10]=[CH:9][C:8]([CH3:11])=[C:7]2[C:3]=1[CH:4]=[CH:5][NH:6]2.[CH3:12][N:13]1C(=O)CCC1. The catalyst is [C-]#N.[C-]#N.[Zn+2].[Zn].C1C=CC(/C=C/C(/C=C/C2C=CC=CC=2)=O)=CC=1.C1C=CC(/C=C/C(/C=C/C2C=CC=CC=2)=O)=CC=1.C1C=CC(/C=C/C(/C=C/C2C=CC=CC=2)=O)=CC=1.[Pd].[Pd].C1C=CC(P(C2C=CC=CC=2)[C-]2C=CC=C2)=CC=1.C1C=CC(P(C2C=CC=CC=2)[C-]2C=CC=C2)=CC=1.[Fe+2]. The product is [CH3:11][C:8]1[C:7]2[NH:6][CH:5]=[CH:4][C:3]=2[C:2]([C:12]#[N:13])=[CH:10][CH:9]=1. The yield is 0.850. (3) The reactants are [Cl:1][C:2]1[CH:3]=[CH:4][C:5]([OH:18])=[C:6]2[C:11]=1[NH:10][C:9](=[O:12])[NH:8][C:7]12[CH2:17][CH2:16][CH2:15][CH2:14][CH2:13]1.F[C:20]1[CH:27]=[CH:26][CH:25]=[CH:24][C:21]=1[CH:22]=[O:23]. No catalyst specified. The product is [Cl:1][C:2]1[CH:3]=[CH:4][C:5]([O:18][C:20]2[CH:27]=[CH:26][CH:25]=[CH:24][C:21]=2[CH:22]=[O:23])=[C:6]2[C:11]=1[NH:10][C:9](=[O:12])[NH:8][C:7]12[CH2:17][CH2:16][CH2:15][CH2:14][CH2:13]1. The yield is 0.650.